From a dataset of Forward reaction prediction with 1.9M reactions from USPTO patents (1976-2016). Predict the product of the given reaction. (1) Given the reactants [Cl:1][C:2]1[CH:3]=[C:4]([CH:19]=[CH:20][C:21]=1[Cl:22])[CH2:5][C:6]1[C:7](=[O:18])[O:8][C:9]2[C:14]([C:15]=1[CH3:16])=[CH:13][CH:12]=[C:11]([OH:17])[CH:10]=2.[I-].[CH3:24][N:25]([C:34]1[CH:39]=[CH:38][CH:37]=[CH:36][CH:35]=1)[C:26](N1C=C[N+](C)=C1)=[O:27], predict the reaction product. The product is: [Cl:1][C:2]1[CH:3]=[C:4]([CH:19]=[CH:20][C:21]=1[Cl:22])[CH2:5][C:6]1[C:7](=[O:18])[O:8][C:9]2[C:14]([C:15]=1[CH3:16])=[CH:13][CH:12]=[C:11]([O:17][C:26](=[O:27])[N:25]([CH3:24])[C:34]1[CH:39]=[CH:38][CH:37]=[CH:36][CH:35]=1)[CH:10]=2. (2) Given the reactants [ClH:1].[CH2:2]([O:4][C:5]([C:7]1[C:36](=[O:37])[N:35]([CH:38]2[CH2:42][CH2:41][CH2:40][CH2:39]2)[C:10]2[N:11]=[C:12]([NH:15][C:16]3[CH:21]=[CH:20][C:19]([N:22]4[CH2:27][CH2:26][N:25](C(OC(C)(C)C)=O)[CH2:24][CH2:23]4)=[CH:18][N:17]=3)[N:13]=[CH:14][C:9]=2[C:8]=1[CH3:43])=[O:6])[CH3:3].C(OCC)C, predict the reaction product. The product is: [ClH:1].[CH2:2]([O:4][C:5]([C:7]1[C:36](=[O:37])[N:35]([CH:38]2[CH2:42][CH2:41][CH2:40][CH2:39]2)[C:10]2[N:11]=[C:12]([NH:15][C:16]3[CH:21]=[CH:20][C:19]([N:22]4[CH2:23][CH2:24][NH:25][CH2:26][CH2:27]4)=[CH:18][N:17]=3)[N:13]=[CH:14][C:9]=2[C:8]=1[CH3:43])=[O:6])[CH3:3]. (3) The product is: [C:5]1([CH:11]2[CH2:19][C:18]3[C:13](=[CH:14][CH:15]=[CH:16][CH:17]=3)[NH:12]2)[CH:6]=[CH:7][CH:8]=[CH:9][CH:10]=1. Given the reactants [BH3-]C#N.[Na+].[C:5]1([C:11]2[NH:12][C:13]3[C:18]([CH:19]=2)=[CH:17][CH:16]=[CH:15][CH:14]=3)[CH:10]=[CH:9][CH:8]=[CH:7][CH:6]=1.C([O-])(O)=O.[Na+], predict the reaction product.